This data is from Peptide-MHC class I binding affinity with 185,985 pairs from IEDB/IMGT. The task is: Regression. Given a peptide amino acid sequence and an MHC pseudo amino acid sequence, predict their binding affinity value. This is MHC class I binding data. (1) The MHC is HLA-B18:01 with pseudo-sequence HLA-B18:01. The binding affinity (normalized) is 0.0847. The peptide sequence is GLMVAGYFY. (2) The peptide sequence is VILEYCHL. The MHC is H-2-Kb with pseudo-sequence H-2-Kb. The binding affinity (normalized) is 0.778. (3) The peptide sequence is KDTWLDARM. The MHC is HLA-A29:02 with pseudo-sequence HLA-A29:02. The binding affinity (normalized) is 0.00127. (4) The peptide sequence is EWSVATFYL. The MHC is HLA-A29:02 with pseudo-sequence HLA-A29:02. The binding affinity (normalized) is 0. (5) The peptide sequence is YLDYDTIYV. The MHC is HLA-A02:01 with pseudo-sequence HLA-A02:01. The binding affinity (normalized) is 1.00.